The task is: Predict the reactants needed to synthesize the given product.. This data is from Full USPTO retrosynthesis dataset with 1.9M reactions from patents (1976-2016). Given the product [Cl:13][C:9]1[N:10]=[C:11]([Cl:12])[C:6]([O:5][CH2:4][CH:3]([OH:15])[C:2]([CH3:1])([CH3:17])[CH3:16])=[C:7]([N:25]2[CH2:30][CH2:29][O:28][CH2:27][CH2:26]2)[N:8]=1, predict the reactants needed to synthesize it. The reactants are: [CH3:1][C:2]([CH3:17])([CH3:16])[CH:3]([OH:15])[CH2:4][O:5][C:6]1[C:7](Cl)=[N:8][C:9]([Cl:13])=[N:10][C:11]=1[Cl:12].C(N(CC)CC)C.[NH:25]1[CH2:30][CH2:29][O:28][CH2:27][CH2:26]1.